Predict the reactants needed to synthesize the given product. From a dataset of Full USPTO retrosynthesis dataset with 1.9M reactions from patents (1976-2016). Given the product [NH2:17][C:14]1[C:13]2[CH:32]=[C:9]([C:8]3[C:3](=[O:2])[NH:4][CH:5]=[CH:6][CH:7]=3)[CH:10]=[CH:11][C:12]=2[O:16][N:15]=1, predict the reactants needed to synthesize it. The reactants are: C[O:2][C:3]1[C:8]([C:9]2[CH:10]=[CH:11][C:12]3[O:16][N:15]=[C:14]([N:17](C(OC(C)(C)C)=O)C(OC(C)(C)C)=O)[C:13]=3[CH:32]=2)=[CH:7][CH:6]=[CH:5][N:4]=1.B(Br)(Br)Br.